Dataset: NCI-60 drug combinations with 297,098 pairs across 59 cell lines. Task: Regression. Given two drug SMILES strings and cell line genomic features, predict the synergy score measuring deviation from expected non-interaction effect. (1) Drug 1: C1=NC2=C(N1)C(=S)N=C(N2)N. Drug 2: CC12CCC3C(C1CCC2OP(=O)(O)O)CCC4=C3C=CC(=C4)OC(=O)N(CCCl)CCCl.[Na+]. Cell line: TK-10. Synergy scores: CSS=23.9, Synergy_ZIP=-9.38, Synergy_Bliss=-7.60, Synergy_Loewe=-23.7, Synergy_HSA=-7.06. (2) Drug 1: CN1C2=C(C=C(C=C2)N(CCCl)CCCl)N=C1CCCC(=O)O.Cl. Drug 2: C1=NNC2=C1C(=O)NC=N2. Cell line: HCC-2998. Synergy scores: CSS=4.28, Synergy_ZIP=-5.29, Synergy_Bliss=-4.98, Synergy_Loewe=-4.15, Synergy_HSA=-2.68.